This data is from Forward reaction prediction with 1.9M reactions from USPTO patents (1976-2016). The task is: Predict the product of the given reaction. (1) Given the reactants [Br:1][C:2]1[C:3](=[O:9])[NH:4][N:5]=[CH:6][C:7]=1[Br:8].[N+:10]([O-])([OH:12])=[O:11], predict the reaction product. The product is: [Br:1][C:2]1[C:3](=[O:9])[NH:4][N:5]=[C:6]([N+:10]([O-:12])=[O:11])[C:7]=1[Br:8]. (2) The product is: [NH2:8][CH:9]1[C:18]2[C:13](=[CH:14][CH:15]=[C:16]([NH:19][C:20]([C:22]3[C:31](=[O:32])[C:30]4[C:25](=[CH:26][CH:27]=[CH:28][CH:29]=4)[NH:24][CH:23]=3)=[O:21])[CH:17]=2)[CH2:12][CH2:11][CH2:10]1. Given the reactants C(OC([NH:8][CH:9]1[C:18]2[C:13](=[CH:14][CH:15]=[C:16]([NH:19][C:20]([C:22]3[C:31](=[O:32])[C:30]4[C:25](=[CH:26][CH:27]=[CH:28][CH:29]=4)[NH:24][CH:23]=3)=[O:21])[CH:17]=2)[CH2:12][CH2:11][CH2:10]1)=O)(C)(C)C.C(O)(C(F)(F)F)=O, predict the reaction product. (3) Given the reactants C(N(CC)CC)C.[CH3:8][S:9](Cl)(=[O:11])=[O:10].[OH:13][CH2:14][CH2:15][S:16][C:17]1([C:29]2[N:30]=[CH:31][N:32]([C:34]([C:47]3[CH:52]=[CH:51][CH:50]=[CH:49][CH:48]=3)([C:41]3[CH:46]=[CH:45][CH:44]=[CH:43][CH:42]=3)[C:35]3[CH:40]=[CH:39][CH:38]=[CH:37][CH:36]=3)[CH:33]=2)[CH2:26][CH2:25][CH2:24][C:23]2[CH:22]=[C:21]([C:27]#[N:28])[CH:20]=[CH:19][C:18]1=2, predict the reaction product. The product is: [CH3:8][S:9]([O:13][CH2:14][CH2:15][S:16][C:17]1([C:29]2[N:30]=[CH:31][N:32]([C:34]([C:47]3[CH:52]=[CH:51][CH:50]=[CH:49][CH:48]=3)([C:35]3[CH:36]=[CH:37][CH:38]=[CH:39][CH:40]=3)[C:41]3[CH:42]=[CH:43][CH:44]=[CH:45][CH:46]=3)[CH:33]=2)[C:18]2[C:23](=[CH:22][C:21]([C:27]#[N:28])=[CH:20][CH:19]=2)[CH2:24][CH2:25][CH2:26]1)(=[O:11])=[O:10]. (4) Given the reactants Br[C:2]1[CH:3]=[N:4][CH:5]=[C:6]([CH2:8][O:9][CH2:10][C:11]2[CH:16]=[CH:15][C:14]([O:17][CH3:18])=[CH:13][CH:12]=2)[CH:7]=1.[Li]CCCC.CON(C)[C:27](=[O:29])[CH3:28], predict the reaction product. The product is: [CH3:18][O:17][C:14]1[CH:15]=[CH:16][C:11]([CH2:10][O:9][CH2:8][C:6]2[CH:7]=[C:2]([C:27](=[O:29])[CH3:28])[CH:3]=[N:4][CH:5]=2)=[CH:12][CH:13]=1. (5) Given the reactants [Cl:1][C:2]1[CH:3]=[CH:4][C:5]([C:8](O)=[O:9])=[N:6][CH:7]=1.C(O)C.Cl, predict the reaction product. The product is: [Cl:1][C:2]1[CH:3]=[CH:4][C:5]([CH:8]=[O:9])=[N:6][CH:7]=1. (6) The product is: [Cl:1][C:2]1[C:3]([CH2:12][N:13]2[C:17]3[CH:18]=[C:19]([C:34]4[CH:35]=[C:36]([CH:42]=[CH:43][N:44]=4)[C:37]([O:39][CH3:40])=[O:38])[CH:20]=[C:21]([CH3:22])[C:16]=3[N:15]=[C:14]2[CH3:32])=[N:4][CH:5]=[C:6]([C:8]([F:11])([F:10])[F:9])[CH:7]=1. Given the reactants [Cl:1][C:2]1[C:3]([CH2:12][N:13]2[C:17]3[CH:18]=[C:19](B4OC(C)(C)C(C)(C)O4)[CH:20]=[C:21]([CH3:22])[C:16]=3[N:15]=[C:14]2[CH3:32])=[N:4][CH:5]=[C:6]([C:8]([F:11])([F:10])[F:9])[CH:7]=1.Cl[C:34]1[CH:35]=[C:36]([CH:42]=[CH:43][N:44]=1)[C:37]([O:39][CH2:40]C)=[O:38], predict the reaction product. (7) Given the reactants S([N:11]1[C:23]2[C:22]([C:29]([F:32])([F:31])[F:30])([O:24][Si](C)(C)C)[CH2:21][CH2:20][CH2:19][C:18]=2[C:17]2[C:12]1=[CH:13][CH:14]=[C:15]([C:33]#[N:34])[CH:16]=2)(C1C=CC(C)=CC=1)(=O)=O.[OH-].[K+], predict the reaction product. The product is: [OH:24][C:22]1([C:29]([F:32])([F:30])[F:31])[C:23]2[NH:11][C:12]3[C:17](=[CH:16][C:15]([C:33]#[N:34])=[CH:14][CH:13]=3)[C:18]=2[CH2:19][CH2:20][CH2:21]1.